From a dataset of Forward reaction prediction with 1.9M reactions from USPTO patents (1976-2016). Predict the product of the given reaction. (1) Given the reactants [CH3:1][O:2][C:3]1[CH:12]=[C:11]2[C:6]([C:7](=[O:13])[CH:8]=[CH:9][NH:10]2)=[CH:5][C:4]=1C(O)=O.[CH2:17]([OH:24])[C:18]1[CH:23]=[CH:22][CH:21]=[CH:20][CH:19]=1.C1(P(N=[N+]=[N-])(C2C=CC=CC=2)=[O:32])C=CC=CC=1.C([N:44]([CH2:47]C)CC)C, predict the reaction product. The product is: [CH2:17]([O:24][C:47](=[O:32])[NH:44][C:4]1[CH:5]=[C:6]2[C:11](=[CH:12][C:3]=1[O:2][CH3:1])[NH:10][CH:9]=[CH:8][C:7]2=[O:13])[C:18]1[CH:23]=[CH:22][CH:21]=[CH:20][CH:19]=1. (2) Given the reactants [CH3:1][C:2]([CH3:23])([CH3:22])[C:3]#[C:4][C:5]1[S:9][C:8]([C:10]([O:12][CH3:13])=[O:11])=[C:7]([NH:14][CH2:15][C:16]2[CH:17]=[N:18][N:19]([CH3:21])[CH:20]=2)[CH:6]=1.N1C=CC=CC=1.CN(C1C=CC=CN=1)C.[CH3:39][CH:40]1[CH2:45][CH2:44][CH:43]([C:46](Cl)=[O:47])[CH2:42][CH2:41]1, predict the reaction product. The product is: [CH3:1][C:2]([CH3:23])([CH3:22])[C:3]#[C:4][C:5]1[S:9][C:8]([C:10]([O:12][CH3:13])=[O:11])=[C:7]([N:14]([CH2:15][C:16]2[CH:17]=[N:18][N:19]([CH3:21])[CH:20]=2)[C:46]([C@H:43]2[CH2:44][CH2:45][C@H:40]([CH3:39])[CH2:41][CH2:42]2)=[O:47])[CH:6]=1. (3) Given the reactants [Si:1]([O:8][CH2:9][C@H:10]1[C@H:14]([O:15][CH:16]2[CH2:21][CH2:20][CH2:19][CH2:18][O:17]2)[CH2:13][C@H:12]([OH:22])[C@@H:11]1[CH2:23]/[CH:24]=[CH:25]\[CH2:26][CH2:27][CH2:28][C:29]([OH:31])=[O:30])([C:4]([CH3:7])([CH3:6])[CH3:5])([CH3:3])[CH3:2].[C:32]1(C2CCCCCCCCCC=2)CCCCCCCCNN=1.CI, predict the reaction product. The product is: [Si:1]([O:8][CH2:9][C@H:10]1[C@H:14]([O:15][CH:16]2[CH2:21][CH2:20][CH2:19][CH2:18][O:17]2)[CH2:13][C@H:12]([OH:22])[C@@H:11]1[CH2:23]/[CH:24]=[CH:25]\[CH2:26][CH2:27][CH2:28][C:29]([O:31][CH3:32])=[O:30])([C:4]([CH3:7])([CH3:6])[CH3:5])([CH3:3])[CH3:2]. (4) The product is: [CH:5]([O:11][CH2:1][C:14]1[CH:13]=[CH:12][CH:17]=[CH:16][CH:15]=1)=[CH:6][CH3:7]. Given the reactants [CH3:1]S(C)=O.[CH3:5][C:6](C)([O-])[CH3:7].[K+].[OH2:11].[CH3:12][CH2:13][CH2:14][CH2:15][CH2:16][CH3:17], predict the reaction product. (5) Given the reactants [N+:1]([C:4]1[CH:5]=[C:6]([CH2:10][C:11]([CH:13]([C:16]#[N:17])[C:14]#[N:15])=[O:12])[CH:7]=[CH:8][CH:9]=1)([O-:3])=[O:2].[C:18]([O-])(O)=O.[Na+].S(OC)(OC)(=O)=O, predict the reaction product. The product is: [CH3:18][O:12][C:11](=[C:13]([C:16]#[N:17])[C:14]#[N:15])[CH2:10][C:6]1[CH:7]=[CH:8][CH:9]=[C:4]([N+:1]([O-:3])=[O:2])[CH:5]=1. (6) The product is: [Br:2][C:3]1[CH:8]=[CH:7][CH:6]=[C:5]([CH3:10])[C:4]=1[Cl:11]. Given the reactants Cl.[Br:2][C:3]1[CH:8]=[CH:7][C:6](N)=[C:5]([CH3:10])[C:4]=1[Cl:11].N([O-])=O.[Na+], predict the reaction product. (7) Given the reactants [F:1][C:2]([F:21])([F:20])[C:3]1[CH:8]=[CH:7][C:6]([C:9]2[CH:10]=[C:11]3[C:16](=[CH:17][CH:18]=2)[NH:15][C:14](=O)[CH2:13][CH2:12]3)=[CH:5][CH:4]=1.[H-].[Al+3].[Li+].[H-].[H-].[H-].O.[OH-].[Na+], predict the reaction product. The product is: [F:21][C:2]([F:1])([F:20])[C:3]1[CH:4]=[CH:5][C:6]([C:9]2[CH:10]=[C:11]3[C:16](=[CH:17][CH:18]=2)[NH:15][CH2:14][CH2:13][CH2:12]3)=[CH:7][CH:8]=1. (8) Given the reactants [Cl:1][C:2]1[CH:7]=[CH:6][C:5]([C:8]2[CH:12]([C:13]3[CH:18]=[CH:17][CH:16]=[CH:15][CH:14]=3)[CH2:11][NH:10][N:9]=2)=[CH:4][CH:3]=1.[C:19]([O:23][C:24]([N:26]1[CH2:28][CH2:27]1)=[O:25])([CH3:22])([CH3:21])[CH3:20], predict the reaction product. The product is: [C:19]([O:23][C:24]([NH:26][CH2:27][CH2:28][N:10]1[CH2:11][CH:12]([C:13]2[CH:14]=[CH:15][CH:16]=[CH:17][CH:18]=2)[C:8]([C:5]2[CH:4]=[CH:3][C:2]([Cl:1])=[CH:7][CH:6]=2)=[N:9]1)=[O:25])([CH3:22])([CH3:21])[CH3:20]. (9) Given the reactants [O:1]1[CH2:6][CH2:5][N:4]([C:7]2[CH:13]=[CH:12][C:10]([NH2:11])=[CH:9][CH:8]=2)[CH2:3][CH2:2]1.C(N(CC)CC)C.[Cl-].ClC1N(C)CC[NH+]1C.[CH3:30][O:31][C:32]1[C:33](=[O:56])[C:34]([CH3:55])=[C:35]([CH2:41][C:42]2[C:43]([O:51][C:52](=[O:54])[CH3:53])=[C:44]([CH:48]=[CH:49][CH:50]=2)[C:45](O)=[O:46])[C:36](=[O:40])[C:37]=1[O:38][CH3:39], predict the reaction product. The product is: [CH3:30][O:31][C:32]1[C:33](=[O:56])[C:34]([CH3:55])=[C:35]([CH2:41][C:42]2[C:43]([O:51][C:52](=[O:54])[CH3:53])=[C:44]([CH:48]=[CH:49][CH:50]=2)[C:45]([NH:11][C:10]2[CH:12]=[CH:13][C:7]([N:4]3[CH2:3][CH2:2][O:1][CH2:6][CH2:5]3)=[CH:8][CH:9]=2)=[O:46])[C:36](=[O:40])[C:37]=1[O:38][CH3:39].